This data is from Catalyst prediction with 721,799 reactions and 888 catalyst types from USPTO. The task is: Predict which catalyst facilitates the given reaction. Reactant: [Br:1][C:2]1[CH:7]=[C:6]([O:8][CH3:9])[C:5]([CH:10]2[C:14](=[O:15])[CH:13]=[CH:12][C:11]2=[O:16])=[C:4]([F:17])[CH:3]=1.[I-].[I-].[Mg+2].[O:21]1[CH:25]=[CH:24][CH:23]=[CH:22]1. Product: [Br:1][C:2]1[CH:7]=[C:6]([O:8][CH3:9])[C:5]([CH:10]2[C:14](=[O:15])[CH:13]3[CH:12]([CH:22]4[O:21][CH:25]3[CH:24]=[CH:23]4)[C:11]2=[O:16])=[C:4]([F:17])[CH:3]=1. The catalyst class is: 98.